Dataset: Ames mutagenicity test results for genotoxicity prediction. Task: Regression/Classification. Given a drug SMILES string, predict its toxicity properties. Task type varies by dataset: regression for continuous values (e.g., LD50, hERG inhibition percentage) or binary classification for toxic/non-toxic outcomes (e.g., AMES mutagenicity, cardiotoxicity, hepatotoxicity). Dataset: ames. The compound is O=[N+]([O-])c1ccc(O)cc1. The result is 0 (non-mutagenic).